Dataset: Catalyst prediction with 721,799 reactions and 888 catalyst types from USPTO. Task: Predict which catalyst facilitates the given reaction. (1) Product: [S:16]1(=[O:18])(=[O:17])[N:1]2[CH2:6][CH2:5][CH2:4][CH2:3][CH:2]2[CH2:7][O:8]1. Reactant: [NH:1]1[CH2:6][CH2:5][CH2:4][CH2:3][CH:2]1[CH2:7][OH:8].C(N(CC)CC)C.[S:16](Cl)(Cl)(=[O:18])=[O:17]. The catalyst class is: 4. (2) Reactant: [C:1]([C:3]1[CH:23]=[C:22]([B:24]2[O:28][C:27]([CH3:30])([CH3:29])[C:26]([CH3:32])([CH3:31])[O:25]2)[CH:21]=[CH:20][C:4]=1[O:5][C@H:6]1[CH2:11][CH2:10][N:9](C(OC(C)(C)C)=O)[CH2:8][C@H:7]1[F:19])#[N:2].FC(F)(F)C(O)=O. Product: [F:19][C@H:7]1[C@@H:6]([O:5][C:4]2[CH:20]=[CH:21][C:22]([B:24]3[O:28][C:27]([CH3:30])([CH3:29])[C:26]([CH3:32])([CH3:31])[O:25]3)=[CH:23][C:3]=2[C:1]#[N:2])[CH2:11][CH2:10][NH:9][CH2:8]1. The catalyst class is: 2. (3) Reactant: [Br:1][C:2]1[CH:3]=[CH:4][CH:5]=[C:6]2[C:11]=1[N:10]=[C:9](Cl)[N:8]([CH:13]([CH3:15])[CH3:14])[C:7]2=[O:16].[C:17]([NH2:21])([CH3:20])([CH3:19])[CH3:18].O. Product: [Br:1][C:2]1[CH:3]=[CH:4][CH:5]=[C:6]2[C:11]=1[N:10]=[C:9]([NH:21][C:17]([CH3:20])([CH3:19])[CH3:18])[N:8]([CH:13]([CH3:15])[CH3:14])[C:7]2=[O:16]. The catalyst class is: 2. (4) Reactant: C([N:8]1[CH2:12][CH2:11][C:10]([F:24])([C:13]([NH:15][C:16]2[CH:21]=[CH:20][C:19]([F:22])=[C:18]([CH3:23])[CH:17]=2)=[O:14])[CH2:9]1)C1C=CC=CC=1. Product: [F:24][C:10]1([C:13]([NH:15][C:16]2[CH:21]=[CH:20][C:19]([F:22])=[C:18]([CH3:23])[CH:17]=2)=[O:14])[CH2:11][CH2:12][NH:8][CH2:9]1. The catalyst class is: 19. (5) Reactant: O.[C:2]1(C)C=CC(S(O)(=O)=O)=CC=1.C(OCC)(OCC)OCC.[N+:23]([C:26]1[CH:32]=[CH:31][CH:30]=[C:28]([NH2:29])[C:27]=1[CH3:33])([O-:25])=[O:24]. Product: [N+:23]([C:26]1[CH:32]=[CH:31][CH:30]=[C:28]2[C:27]=1[CH:33]=[CH:2][NH:29]2)([O-:25])=[O:24]. The catalyst class is: 8. (6) Reactant: [F:1][C:2]1[C:11]([CH2:12][C:13]2[N:17]3[N:18]=[C:19]([C:22]4[CH:23]=[N:24][N:25]([CH2:27][CH2:28][O:29]C5CCCCO5)[CH:26]=4)[CH:20]=[CH:21][C:16]3=[N:15][CH:14]=2)=[C:10]([F:36])[CH:9]=[C:8]2[C:3]=1[CH:4]=[CH:5][CH:6]=[N:7]2.Cl. Product: [F:1][C:2]1[C:11]([CH2:12][C:13]2[N:17]3[N:18]=[C:19]([C:22]4[CH:23]=[N:24][N:25]([CH2:27][CH2:28][OH:29])[CH:26]=4)[CH:20]=[CH:21][C:16]3=[N:15][CH:14]=2)=[C:10]([F:36])[CH:9]=[C:8]2[C:3]=1[CH:4]=[CH:5][CH:6]=[N:7]2. The catalyst class is: 135.